This data is from NCI-60 drug combinations with 297,098 pairs across 59 cell lines. The task is: Regression. Given two drug SMILES strings and cell line genomic features, predict the synergy score measuring deviation from expected non-interaction effect. (1) Drug 1: CC1=C2C(C(=O)C3(C(CC4C(C3C(C(C2(C)C)(CC1OC(=O)C(C(C5=CC=CC=C5)NC(=O)OC(C)(C)C)O)O)OC(=O)C6=CC=CC=C6)(CO4)OC(=O)C)OC)C)OC. Drug 2: COC1=NC(=NC2=C1N=CN2C3C(C(C(O3)CO)O)O)N. Cell line: DU-145. Synergy scores: CSS=62.8, Synergy_ZIP=11.6, Synergy_Bliss=10.4, Synergy_Loewe=-32.4, Synergy_HSA=9.25. (2) Drug 1: CN(C)C1=NC(=NC(=N1)N(C)C)N(C)C. Drug 2: C1C(C(OC1N2C=C(C(=O)NC2=O)F)CO)O. Cell line: COLO 205. Synergy scores: CSS=49.9, Synergy_ZIP=2.95, Synergy_Bliss=3.73, Synergy_Loewe=-6.19, Synergy_HSA=0.752. (3) Drug 1: C1CC(C1)(C(=O)O)C(=O)O.[NH2-].[NH2-].[Pt+2]. Drug 2: COCCOC1=C(C=C2C(=C1)C(=NC=N2)NC3=CC=CC(=C3)C#C)OCCOC.Cl. Cell line: SK-MEL-28. Synergy scores: CSS=5.17, Synergy_ZIP=-3.22, Synergy_Bliss=1.04, Synergy_Loewe=1.48, Synergy_HSA=1.50. (4) Cell line: NCI-H226. Drug 1: CCC(=C(C1=CC=CC=C1)C2=CC=C(C=C2)OCCN(C)C)C3=CC=CC=C3.C(C(=O)O)C(CC(=O)O)(C(=O)O)O. Drug 2: C1=CC=C(C(=C1)C(C2=CC=C(C=C2)Cl)C(Cl)Cl)Cl. Synergy scores: CSS=2.07, Synergy_ZIP=-1.94, Synergy_Bliss=-3.07, Synergy_Loewe=-4.01, Synergy_HSA=-3.30.